Dataset: NCI-60 drug combinations with 297,098 pairs across 59 cell lines. Task: Regression. Given two drug SMILES strings and cell line genomic features, predict the synergy score measuring deviation from expected non-interaction effect. (1) Drug 1: CC1=C(C(=CC=C1)Cl)NC(=O)C2=CN=C(S2)NC3=CC(=NC(=N3)C)N4CCN(CC4)CCO. Drug 2: CN1C2=C(C=C(C=C2)N(CCCl)CCCl)N=C1CCCC(=O)O.Cl. Cell line: NCI/ADR-RES. Synergy scores: CSS=9.10, Synergy_ZIP=-3.60, Synergy_Bliss=-0.993, Synergy_Loewe=-6.52, Synergy_HSA=-0.595. (2) Drug 1: C1CCN(CC1)CCOC2=CC=C(C=C2)C(=O)C3=C(SC4=C3C=CC(=C4)O)C5=CC=C(C=C5)O. Drug 2: CC(C)(C#N)C1=CC(=CC(=C1)CN2C=NC=N2)C(C)(C)C#N. Cell line: DU-145. Synergy scores: CSS=0.117, Synergy_ZIP=2.08, Synergy_Bliss=4.20, Synergy_Loewe=2.27, Synergy_HSA=1.28. (3) Drug 1: CCC1=CC2CC(C3=C(CN(C2)C1)C4=CC=CC=C4N3)(C5=C(C=C6C(=C5)C78CCN9C7C(C=CC9)(C(C(C8N6C)(C(=O)OC)O)OC(=O)C)CC)OC)C(=O)OC.C(C(C(=O)O)O)(C(=O)O)O. Drug 2: CC1C(C(=O)NC(C(=O)N2CCCC2C(=O)N(CC(=O)N(C(C(=O)O1)C(C)C)C)C)C(C)C)NC(=O)C3=C4C(=C(C=C3)C)OC5=C(C(=O)C(=C(C5=N4)C(=O)NC6C(OC(=O)C(N(C(=O)CN(C(=O)C7CCCN7C(=O)C(NC6=O)C(C)C)C)C)C(C)C)C)N)C. Cell line: HCT-15. Synergy scores: CSS=17.1, Synergy_ZIP=-1.28, Synergy_Bliss=2.64, Synergy_Loewe=2.08, Synergy_HSA=1.51. (4) Drug 1: C1=NNC2=C1C(=O)NC=N2. Drug 2: CC12CCC3C(C1CCC2OP(=O)(O)O)CCC4=C3C=CC(=C4)OC(=O)N(CCCl)CCCl.[Na+]. Cell line: SN12C. Synergy scores: CSS=8.88, Synergy_ZIP=-7.33, Synergy_Bliss=-2.26, Synergy_Loewe=-4.41, Synergy_HSA=-0.752. (5) Cell line: A498. Drug 2: N.N.Cl[Pt+2]Cl. Drug 1: CC1C(C(CC(O1)OC2CC(OC(C2O)C)OC3=CC4=CC5=C(C(=O)C(C(C5)C(C(=O)C(C(C)O)O)OC)OC6CC(C(C(O6)C)O)OC7CC(C(C(O7)C)O)OC8CC(C(C(O8)C)O)(C)O)C(=C4C(=C3C)O)O)O)O. Synergy scores: CSS=23.2, Synergy_ZIP=-3.98, Synergy_Bliss=-1.65, Synergy_Loewe=-22.8, Synergy_HSA=-0.224. (6) Drug 1: CC1OCC2C(O1)C(C(C(O2)OC3C4COC(=O)C4C(C5=CC6=C(C=C35)OCO6)C7=CC(=C(C(=C7)OC)O)OC)O)O. Drug 2: C(CCl)NC(=O)N(CCCl)N=O. Cell line: SK-MEL-28. Synergy scores: CSS=7.91, Synergy_ZIP=-4.28, Synergy_Bliss=0.235, Synergy_Loewe=-12.4, Synergy_HSA=-1.01. (7) Cell line: SK-OV-3. Drug 1: C1CC(C1)(C(=O)O)C(=O)O.[NH2-].[NH2-].[Pt+2]. Drug 2: CC12CCC3C(C1CCC2OP(=O)(O)O)CCC4=C3C=CC(=C4)OC(=O)N(CCCl)CCCl.[Na+]. Synergy scores: CSS=-4.24, Synergy_ZIP=3.41, Synergy_Bliss=2.53, Synergy_Loewe=-4.03, Synergy_HSA=-3.54.